Dataset: NCI-60 drug combinations with 297,098 pairs across 59 cell lines. Task: Regression. Given two drug SMILES strings and cell line genomic features, predict the synergy score measuring deviation from expected non-interaction effect. (1) Drug 1: CC1CCC2CC(C(=CC=CC=CC(CC(C(=O)C(C(C(=CC(C(=O)CC(OC(=O)C3CCCCN3C(=O)C(=O)C1(O2)O)C(C)CC4CCC(C(C4)OC)OCCO)C)C)O)OC)C)C)C)OC. Drug 2: CC1=C(N=C(N=C1N)C(CC(=O)N)NCC(C(=O)N)N)C(=O)NC(C(C2=CN=CN2)OC3C(C(C(C(O3)CO)O)O)OC4C(C(C(C(O4)CO)O)OC(=O)N)O)C(=O)NC(C)C(C(C)C(=O)NC(C(C)O)C(=O)NCCC5=NC(=CS5)C6=NC(=CS6)C(=O)NCCC[S+](C)C)O. Cell line: NCI-H522. Synergy scores: CSS=25.4, Synergy_ZIP=-1.74, Synergy_Bliss=0.569, Synergy_Loewe=2.22, Synergy_HSA=3.12. (2) Drug 1: CCN(CC)CCNC(=O)C1=C(NC(=C1C)C=C2C3=C(C=CC(=C3)F)NC2=O)C. Drug 2: CN1C2=C(C=C(C=C2)N(CCCl)CCCl)N=C1CCCC(=O)O.Cl. Cell line: DU-145. Synergy scores: CSS=6.39, Synergy_ZIP=-1.82, Synergy_Bliss=-3.00, Synergy_Loewe=-2.14, Synergy_HSA=-4.20. (3) Drug 1: C1=CC(=CC=C1C#N)C(C2=CC=C(C=C2)C#N)N3C=NC=N3. Drug 2: CN(C(=O)NC(C=O)C(C(C(CO)O)O)O)N=O. Cell line: SR. Synergy scores: CSS=7.09, Synergy_ZIP=-3.21, Synergy_Bliss=-3.05, Synergy_Loewe=-3.97, Synergy_HSA=-4.37. (4) Drug 1: CC(CN1CC(=O)NC(=O)C1)N2CC(=O)NC(=O)C2. Drug 2: C1=NNC2=C1C(=O)NC=N2. Cell line: MALME-3M. Synergy scores: CSS=18.5, Synergy_ZIP=-0.308, Synergy_Bliss=7.80, Synergy_Loewe=5.52, Synergy_HSA=5.78. (5) Drug 1: C1C(C(OC1N2C=C(C(=O)NC2=O)F)CO)O. Drug 2: CC1CCCC2(C(O2)CC(NC(=O)CC(C(C(=O)C(C1O)C)(C)C)O)C(=CC3=CSC(=N3)C)C)C. Cell line: OVCAR3. Synergy scores: CSS=49.2, Synergy_ZIP=2.20, Synergy_Bliss=-0.116, Synergy_Loewe=-18.4, Synergy_HSA=-3.24. (6) Drug 1: CCC1=CC2CC(C3=C(CN(C2)C1)C4=CC=CC=C4N3)(C5=C(C=C6C(=C5)C78CCN9C7C(C=CC9)(C(C(C8N6C)(C(=O)OC)O)OC(=O)C)CC)OC)C(=O)OC.C(C(C(=O)O)O)(C(=O)O)O. Drug 2: COC1=CC(=CC(=C1O)OC)C2C3C(COC3=O)C(C4=CC5=C(C=C24)OCO5)OC6C(C(C7C(O6)COC(O7)C8=CC=CS8)O)O. Cell line: RXF 393. Synergy scores: CSS=33.4, Synergy_ZIP=-5.12, Synergy_Bliss=-0.607, Synergy_Loewe=1.87, Synergy_HSA=4.00.